This data is from Catalyst prediction with 721,799 reactions and 888 catalyst types from USPTO. The task is: Predict which catalyst facilitates the given reaction. (1) The catalyst class is: 63. Reactant: [CH3:1][C:2]1[C:7]([Cl:8])=[C:6]([OH:9])[C:5]([CH2:10]/[CH:11]=[C:12](/[CH2:14][CH2:15][CH:16]=[C:17]([CH3:19])[CH3:18])\[CH3:13])=[C:4]([OH:20])[C:3]=1[CH:21]=[O:22].[H][H]. Product: [Cl:8][C:7]1[C:2]([CH3:1])=[C:3]([C:4]([OH:20])=[C:5]([CH2:10][CH2:11][CH:12]([CH3:13])[CH2:14][CH2:15][CH2:16][CH:17]([CH3:19])[CH3:18])[C:6]=1[OH:9])[CH:21]=[O:22]. (2) Reactant: [H-].[Na+].[CH3:3]N(C)C=O.[Cl:8][C:9]1[N:18]=[C:17]([N:19]2[CH2:24][CH2:23][CH2:22][C@@H:21]([NH:25][C:26](=[O:32])[O:27][C:28]([CH3:31])([CH3:30])[CH3:29])[CH2:20]2)[C:16]2[CH2:15][CH2:14][CH2:13][CH2:12][C:11]=2[N:10]=1.CI. Product: [Cl:8][C:9]1[N:18]=[C:17]([N:19]2[CH2:24][CH2:23][CH2:22][C@@H:21]([N:25]([CH3:3])[C:26](=[O:32])[O:27][C:28]([CH3:29])([CH3:31])[CH3:30])[CH2:20]2)[C:16]2[CH2:15][CH2:14][CH2:13][CH2:12][C:11]=2[N:10]=1. The catalyst class is: 6. (3) Reactant: Cl[CH2:2][CH2:3][CH2:4][O:5][C:6]1[CH:11]=[CH:10][C:9]([C:12]2[S:13][CH:14]=[CH:15][N:16]=2)=[CH:8][CH:7]=1.[I-].[Na+].[CH3:19][CH:20]1[CH2:24][CH2:23][CH2:22][NH:21]1. Product: [CH3:19][CH:20]1[CH2:24][CH2:23][CH2:22][N:21]1[CH2:2][CH2:3][CH2:4][O:5][C:6]1[CH:11]=[CH:10][C:9]([C:12]2[S:13][CH:14]=[CH:15][N:16]=2)=[CH:8][CH:7]=1. The catalyst class is: 10. (4) Reactant: [CH:1](=[O:10])[C:2]1[C:3](=[CH:6][CH:7]=[CH:8][CH:9]=1)[CH:4]=O.[NH2:11][C@@H:12]([CH3:16])[C:13]([OH:15])=[O:14]. Product: [O:10]=[C:1]1[C:2]2[C:3](=[CH:6][CH:7]=[CH:8][CH:9]=2)[CH2:4][N:11]1[C@@H:12]([CH3:16])[C:13]([OH:15])=[O:14]. The catalyst class is: 10. (5) Reactant: [F:1][C:2]1[CH:3]=[C:4]([CH:6]=[CH:7][CH:8]=1)[NH2:5].[H-].[Na+].F[C:12]1[CH:17]=[CH:16][CH:15]=[CH:14][C:13]=1[N+:18]([O-:20])=[O:19]. Product: [F:1][C:2]1[CH:3]=[C:4]([NH:5][C:12]2[CH:17]=[CH:16][CH:15]=[CH:14][C:13]=2[N+:18]([O-:20])=[O:19])[CH:6]=[CH:7][CH:8]=1. The catalyst class is: 3. (6) Reactant: [O:1]1[C:6]2[CH:7]=[CH:8][C:9]([NH:11][C:12]3[C:17]([F:18])=[CH:16][N:15]=[C:14]([NH:19][C:20]4[CH:25]=[CH:24][CH:23]=[C:22]([OH:26])[CH:21]=4)[N:13]=3)=[CH:10][C:5]=2[NH:4][C:3](=O)[CH2:2]1.P12(SP3(SP(SP(S3)(S1)=S)(=S)S2)=S)=[S:29].Cl. Product: [O:1]1[C:6]2[CH:7]=[CH:8][C:9]([NH:11][C:12]3[C:17]([F:18])=[CH:16][N:15]=[C:14]([NH:19][C:20]4[CH:25]=[CH:24][CH:23]=[C:22]([OH:26])[CH:21]=4)[N:13]=3)=[CH:10][C:5]=2[NH:4][C:3](=[S:29])[CH2:2]1. The catalyst class is: 17.